Task: Predict the reactants needed to synthesize the given product.. Dataset: Full USPTO retrosynthesis dataset with 1.9M reactions from patents (1976-2016) (1) Given the product [CH2:30]([N:37]1[CH2:42][CH2:41][CH:40]([O:10][C:7]2[CH:8]=[CH:9][C:4]([N+:1]([O-:3])=[O:2])=[CH:5][CH:6]=2)[CH2:39][CH2:38]1)[C:31]1[CH:36]=[CH:35][CH:34]=[CH:33][CH:32]=1, predict the reactants needed to synthesize it. The reactants are: [N+:1]([C:4]1[CH:9]=[CH:8][C:7]([OH:10])=[CH:6][CH:5]=1)([O-:3])=[O:2].C1(P(C2C=CC=CC=2)C2C=CC=CC=2)C=CC=CC=1.[CH2:30]([N:37]1[CH2:42][CH2:41][CH:40](O)[CH2:39][CH2:38]1)[C:31]1[CH:36]=[CH:35][CH:34]=[CH:33][CH:32]=1.N(C(OC(C)C)=O)=NC(OC(C)C)=O. (2) Given the product [N:41]1([CH2:29][C@H:26]([C@@H:25]2[C@:30]3([CH3:38])[C:22]([C:21]4[CH2:20][CH2:19][C@@H:18]5[C@:34]([C:33]=4[CH2:32][CH2:31]3)([CH3:37])[CH2:35][CH2:36][C@H:16]([OH:15])[C:17]5([CH3:40])[CH3:39])=[CH:23][CH2:24]2)[CH3:27])[CH2:46][CH2:45][CH2:44][CH2:43][CH2:42]1, predict the reactants needed to synthesize it. The reactants are: C(O[BH-](OC(=O)C)OC(=O)C)(=O)C.[Na+].[OH:15][C@H:16]1[CH2:36][CH2:35][C@@:34]2([CH3:37])[CH:18]([CH2:19][CH2:20][C:21]3[C:22]4[C@:30]([CH3:38])([CH2:31][CH2:32][C:33]=32)[C@@H:25]([C@H:26]([CH3:29])[CH:27]=O)[CH2:24][CH:23]=4)[C:17]1([CH3:40])[CH3:39].[NH:41]1[CH2:46][CH2:45][CH2:44][CH2:43][CH2:42]1.C(=O)(O)[O-].[Na+]. (3) Given the product [O:1]1[C:5]2[CH:6]=[CH:7][C:8]([C:10]3([C:13]([NH:15][C:16]4[CH:17]=[C:18]([CH3:31])[C:19]([CH3:30])=[C:20]([C:22]5[CH:27]=[CH:26][NH:25][C:24](=[O:28])[CH:23]=5)[N:21]=4)=[O:14])[CH2:12][CH2:11]3)=[CH:9][C:4]=2[CH2:3][CH2:2]1, predict the reactants needed to synthesize it. The reactants are: [O:1]1[C:5]2[CH:6]=[CH:7][C:8]([C:10]3([C:13]([NH:15][C:16]4[N:21]=[C:20]([C:22]5[CH:27]=[CH:26][N:25]=[C:24]([O:28]C)[CH:23]=5)[C:19]([CH3:30])=[C:18]([CH3:31])[CH:17]=4)=[O:14])[CH2:12][CH2:11]3)=[CH:9][C:4]=2[CH2:3][CH2:2]1.[Si](I)(C)(C)C.CO.C(OCC)(=O)C.